Predict the reaction yield, written as a fraction of the theoretical maximum amount of product (1.0 means a 100% yield; for example, 0.34 means a 34% yield). From a dataset of Reaction yield outcomes from USPTO patents with 853,638 reactions. (1) The reactants are [C:1]([O:4][C@@H:5]([CH:9]([NH:12][C:13]([O:15][C:16]([CH3:19])([CH3:18])[CH3:17])=[O:14])[CH2:10][CH3:11])[C:6]([OH:8])=O)(=[O:3])[CH3:2].[F:20][C:21]([F:34])([F:33])[O:22][C:23]1[CH:32]=[CH:31][C:26]([C:27]([NH:29][NH2:30])=[O:28])=[CH:25][CH:24]=1. The catalyst is ClCCl. The product is [C:16]([O:15][C:13]([NH:12][CH:9]([CH2:10][CH3:11])[C@H:5]([O:4][C:1](=[O:3])[CH3:2])[C:6]([NH:30][NH:29][C:27](=[O:28])[C:26]1[CH:25]=[CH:24][C:23]([O:22][C:21]([F:20])([F:34])[F:33])=[CH:32][CH:31]=1)=[O:8])=[O:14])([CH3:19])([CH3:18])[CH3:17]. The yield is 0.640. (2) The reactants are [CH:1](=[O:4])[CH2:2][CH3:3].[CH:5](=[O:12])[C:6]1[CH:11]=[CH:10][CH:9]=[CH:8][CH:7]=1.N1CCC[C@H]1C(O)=O. The catalyst is CN(C)C=O.C(OCC)(=O)C. The product is [OH:12][C@H:5]([C:6]1[CH:11]=[CH:10][CH:9]=[CH:8][CH:7]=1)[C@H:2]([CH3:3])[CH:1]=[O:4]. The yield is 0.810.